This data is from Peptide-MHC class II binding affinity with 134,281 pairs from IEDB. The task is: Regression. Given a peptide amino acid sequence and an MHC pseudo amino acid sequence, predict their binding affinity value. This is MHC class II binding data. The peptide sequence is MLRIMASLVLARKHN. The MHC is DRB1_1101 with pseudo-sequence DRB1_1101. The binding affinity (normalized) is 0.752.